From a dataset of Peptide-MHC class II binding affinity with 134,281 pairs from IEDB. Regression. Given a peptide amino acid sequence and an MHC pseudo amino acid sequence, predict their binding affinity value. This is MHC class II binding data. (1) The peptide sequence is VRYTTEGGTKTEAEDVIPEG. The MHC is HLA-DQA10102-DQB10602 with pseudo-sequence HLA-DQA10102-DQB10602. The binding affinity (normalized) is 0.223. (2) The peptide sequence is GKKYFAATQFEPLAA. The MHC is DRB1_0101 with pseudo-sequence DRB1_0101. The binding affinity (normalized) is 0.661. (3) The peptide sequence is GWIISNIFGAIPVLA. The MHC is DRB1_1001 with pseudo-sequence DRB1_1001. The binding affinity (normalized) is 0.712. (4) The peptide sequence is SADEVQRMMAEIDTD. The MHC is DRB1_1602 with pseudo-sequence DRB1_1602. The binding affinity (normalized) is 0.177.